This data is from Reaction yield outcomes from USPTO patents with 853,638 reactions. The task is: Predict the reaction yield, written as a fraction of the theoretical maximum amount of product (1.0 means a 100% yield; for example, 0.34 means a 34% yield). (1) The reactants are FC(F)(F)C(O)=O.[CH3:8][O:9][C:10]1[CH:15]=[C:14]([N:16]2[CH:20]=[CH:19][CH:18]=[N:17]2)[CH:13]=[CH:12][C:11]=1[C:21]1[N:26]=[N:25][C:24]([O:27][CH:28]2[CH2:32][CH2:31][N:30](C(OC(C)(C)C)=O)[CH2:29]2)=[CH:23][CH:22]=1.[OH-].[Na+]. The catalyst is C(Cl)Cl. The product is [CH3:8][O:9][C:10]1[CH:15]=[C:14]([N:16]2[CH:20]=[CH:19][CH:18]=[N:17]2)[CH:13]=[CH:12][C:11]=1[C:21]1[N:26]=[N:25][C:24]([O:27][CH:28]2[CH2:32][CH2:31][NH:30][CH2:29]2)=[CH:23][CH:22]=1. The yield is 1.00. (2) The reactants are [C:1]([CH:5]([CH2:11][C:12]1[CH:17]=[CH:16][C:15]([O:18][CH3:19])=[CH:14][C:13]=1[CH2:20][N:21](C(OC(C)(C)C)=O)C(OC(C)(C)C)=O)[CH2:6][C:7]([O:9][CH3:10])=[O:8])([O:3][CH3:4])=[O:2]. The catalyst is C(Cl)(Cl)Cl.FC(F)(F)C(O)=O. The product is [C:1]([CH:5]([CH2:11][C:12]1[CH:17]=[CH:16][C:15]([O:18][CH3:19])=[CH:14][C:13]=1[CH2:20][NH2:21])[CH2:6][C:7]([O:9][CH3:10])=[O:8])([O:3][CH3:4])=[O:2]. The yield is 1.00. (3) The reactants are [CH3:1][C:2]1[N:3]=[C:4]2[CH:9]=[CH:8][C:7]([C:10]3[CH:15]=[CH:14][CH:13]=[CH:12][C:11]=3[C:16]([F:19])([F:18])[F:17])=[N:6][N:5]2[C:20]=1[C:21]([OH:23])=O.CN(C(ON1[N:40]=[N:39][C:34]2[CH:35]=[CH:36][CH:37]=[N:38]C1=2)=[N+](C)C)C.F[P-](F)(F)(F)(F)F.N1C=CC=C(N)N=1.CCN(C(C)C)C(C)C. The catalyst is CN(C=O)C.O. The product is [CH3:1][C:2]1[N:3]=[C:4]2[CH:9]=[CH:8][C:7]([C:10]3[CH:15]=[CH:14][CH:13]=[CH:12][C:11]=3[C:16]([F:17])([F:19])[F:18])=[N:6][N:5]2[C:20]=1[C:21]([NH:38][C:37]1[N:40]=[N:39][CH:34]=[CH:35][CH:36]=1)=[O:23]. The yield is 0.420. (4) The reactants are [C:1]1([C:9]2[C:10]([CH2:15][OH:16])=[CH:11][CH:12]=[CH:13][CH:14]=2)[C:2]([CH2:7][OH:8])=[CH:3][CH:4]=[CH:5][CH:6]=1.N1C=C[CH:20]=[CH:19][CH:18]=1.[C:23](Cl)(=[O:30])[C:24]1[CH:29]=[CH:28][CH:27]=[CH:26][CH:25]=1.[O:32]1[CH2:36][CH2:35][CH2:34][CH2:33]1. No catalyst specified. The product is [C:23]([O:16][CH2:15][C:10]1[C:9]([C:1]2[C:2]([CH2:7][O:8][C:36](=[O:32])[C:35]3[CH:20]=[CH:19][CH:18]=[CH:33][CH:34]=3)=[CH:3][CH:4]=[CH:5][CH:6]=2)=[CH:14][CH:13]=[CH:12][CH:11]=1)(=[O:30])[C:24]1[CH:29]=[CH:28][CH:27]=[CH:26][CH:25]=1. The yield is 0.930. (5) The reactants are Cl[C:2]1[CH:11]=[CH:10][C:9]2[C:8](=[O:12])[CH2:7][CH2:6][CH2:5][C:4]=2[N:3]=1.[C:13]([C:15]1[CH:20]=[CH:19][CH:18]=[CH:17][CH:16]=1)#[CH:14]. The catalyst is C(N(CC)CC)C.[Pd].C1(P(C2C=CC=CC=2)C2C=CC=CC=2)C=CC=CC=1.C1(P(C2C=CC=CC=2)C2C=CC=CC=2)C=CC=CC=1.C1(P(C2C=CC=CC=2)C2C=CC=CC=2)C=CC=CC=1.C1(P(C2C=CC=CC=2)C2C=CC=CC=2)C=CC=CC=1. The product is [C:15]1([C:13]#[C:14][C:2]2[CH:11]=[CH:10][C:9]3[C:8](=[O:12])[CH2:7][CH2:6][CH2:5][C:4]=3[N:3]=2)[CH:20]=[CH:19][CH:18]=[CH:17][CH:16]=1. The yield is 0.150.